Dataset: Forward reaction prediction with 1.9M reactions from USPTO patents (1976-2016). Task: Predict the product of the given reaction. (1) Given the reactants [CH2:1]([O:8][C:9]1[CH:18]=[C:17]2[C:12]([C:13]([O:19][C:20]3[CH:25]=[CH:24][C:23]([N:26]4[C:30](=[O:31])[CH2:29][NH:28][C:27]4=[O:32])=[CH:22][C:21]=3[F:33])=[CH:14][CH:15]=[N:16]2)=[CH:11][C:10]=1[O:34][CH3:35])[C:2]1[CH:7]=[CH:6][CH:5]=[CH:4][CH:3]=1.[CH2:36](Br)[C:37]1[CH:42]=[CH:41][CH:40]=[CH:39][CH:38]=1.[Li+].C[Si]([N-][Si](C)(C)C)(C)C, predict the reaction product. The product is: [CH2:36]([N:28]1[CH2:29][C:30](=[O:31])[N:26]([C:23]2[CH:24]=[CH:25][C:20]([O:19][C:13]3[C:12]4[C:17](=[CH:18][C:9]([O:8][CH2:1][C:2]5[CH:7]=[CH:6][CH:5]=[CH:4][CH:3]=5)=[C:10]([O:34][CH3:35])[CH:11]=4)[N:16]=[CH:15][CH:14]=3)=[C:21]([F:33])[CH:22]=2)[C:27]1=[O:32])[C:37]1[CH:42]=[CH:41][CH:40]=[CH:39][CH:38]=1. (2) Given the reactants [CH2:1]([N:8]1[CH2:20][C@@H:19]2[C@H:10]([C:11](=O)[N:12]3[CH2:23][CH2:22][CH2:21][C:14]4[CH:15]=[CH:16][CH:17]=[C:18]2[C:13]3=4)[CH2:9]1)[C:2]1[CH:7]=[CH:6][CH:5]=[CH:4][CH:3]=1.O1CCCC1.B.[ClH:31], predict the reaction product. The product is: [ClH:31].[ClH:31].[CH2:1]([N:8]1[CH2:20][C@@H:19]2[C@H:10]([CH2:11][N:12]3[CH2:23][CH2:22][CH2:21][C:14]4[CH:15]=[CH:16][CH:17]=[C:18]2[C:13]3=4)[CH2:9]1)[C:2]1[CH:3]=[CH:4][CH:5]=[CH:6][CH:7]=1. (3) Given the reactants [Cl:1][C:2]1[CH:3]=[C:4]([N+:9]([O-:11])=[O:10])[CH:5]=[CH:6][C:7]=1Cl.[CH2:12]1[C:21]2[C:16](=[CH:17][CH:18]=[CH:19][CH:20]=2)[CH2:15][CH2:14][NH:13]1.C([O-])([O-])=O.[K+].[K+], predict the reaction product. The product is: [Cl:1][C:2]1[CH:3]=[C:4]([N+:9]([O-:11])=[O:10])[CH:5]=[CH:6][C:7]=1[N:13]1[CH2:14][CH2:15][C:16]2[C:21](=[CH:20][CH:19]=[CH:18][CH:17]=2)[CH2:12]1. (4) The product is: [Cl:1][C:2]1[C:3]([N:12]([CH2:27][C:28]2[CH:33]=[CH:32][CH:31]=[C:30]([O:34][CH3:35])[CH:29]=2)[S:13]([C:16]2[CH:25]=[CH:24][C:19]([C:20]([O:22][CH3:23])=[O:21])=[CH:18][CH:17]=2)(=[O:15])=[O:14])=[N:4][CH:5]=[C:6]([C:8]([F:11])([F:9])[F:10])[CH:7]=1. Given the reactants [Cl:1][C:2]1[C:3]([NH:12][S:13]([C:16]2[CH:25]=[CH:24][C:19]([C:20]([O:22][CH3:23])=[O:21])=[CH:18][CH:17]=2)(=[O:15])=[O:14])=[N:4][CH:5]=[C:6]([C:8]([F:11])([F:10])[F:9])[CH:7]=1.Br[CH2:27][C:28]1[CH:33]=[CH:32][CH:31]=[C:30]([O:34][CH3:35])[CH:29]=1, predict the reaction product. (5) The product is: [C:8]([C:5]1[CH:4]=[CH:3][C:2]([O:1][CH2:14][C:15]([O:17][CH2:18][CH3:19])=[O:16])=[CH:7][CH:6]=1)(=[O:12])[CH2:9][CH2:10][CH3:11]. Given the reactants [OH:1][C:2]1[CH:7]=[CH:6][C:5]([C:8](=[O:12])[CH2:9][CH2:10][CH3:11])=[CH:4][CH:3]=1.Br[CH2:14][C:15]([O:17][CH2:18][CH3:19])=[O:16], predict the reaction product. (6) Given the reactants [N+:1]([C:4]1[CH:9]=[CH:8][C:7]([C:10]2[N:11]=[C:12]3[CH:17]=[CH:16][CH:15]=[CH:14][N:13]3[CH:18]=2)=[CH:6][CH:5]=1)([O-])=O, predict the reaction product. The product is: [N:11]1[C:10]([C:7]2[CH:8]=[CH:9][C:4]([NH2:1])=[CH:5][CH:6]=2)=[CH:18][N:13]2[CH:14]=[CH:15][CH:16]=[CH:17][C:12]=12. (7) Given the reactants [CH:1]1[CH:2]=[CH:3][N:4]=[C:5]([NH:7][S:8]([C:11]2[CH:12]=[CH:13][C:14]([N:17]=[N:18][C:19]3[CH:20]=[CH:21][C:22]([OH:28])=[C:23]([C:25]([OH:27])=[O:26])[CH:24]=3)=[CH:15][CH:16]=2)(=[O:10])=[O:9])[CH:6]=1.O=C1C(C(O)=O)=CC(=NNC2C=CC(S(=O)(=O)NC3C=CC=CN=3)=CC=2)C=C1, predict the reaction product. The product is: [CH:1]1[CH:6]=[C:5]([NH:7][S:8]([C:11]2[CH:16]=[CH:15][C:14]([NH:17]/[N:18]=[C:19]3/[CH:20]=[CH:21][C:22]([C:23]([C:25]([OH:27])=[O:26])=[CH:24]/3)=[O:28])=[CH:13][CH:12]=2)(=[O:9])=[O:10])[N:4]=[CH:3][CH:2]=1.